This data is from Full USPTO retrosynthesis dataset with 1.9M reactions from patents (1976-2016). The task is: Predict the reactants needed to synthesize the given product. (1) Given the product [CH3:19][N:14]1[CH2:3][S:27][C:25](=[S:26])[N:24]([CH3:23])[CH2:15]1, predict the reactants needed to synthesize it. The reactants are: [Na][Na].[CH2:3]([N:14]([CH2:19]C(O)=O)[CH2:15]C(O)=O)[CH2:3][N:14]([CH2:19]C(O)=O)[CH2:15]C(O)=O.[CH3:23][NH2:24].[C:25](=[S:27])=[S:26]. (2) Given the product [OH:44][C@H:45]1[CH2:46][CH2:47][C@H:48]([N:51]2[CH:55]=[C:54]([C:2]3[CH:7]=[CH:6][C:5]([NH:8][C:9]4[C:14]([C:15]([F:18])([F:17])[F:16])=[CH:13][N:12]=[C:11]([NH:19][C:20]5[CH:34]=[CH:33][C:23]([CH2:24][P:25](=[O:32])([O:29][CH2:30][CH3:31])[O:26][CH2:27][CH3:28])=[CH:22][CH:21]=5)[N:10]=4)=[C:4]([C:35](=[O:38])[NH:36][CH3:37])[CH:3]=3)[CH:53]=[N:52]2)[CH2:49][CH2:50]1, predict the reactants needed to synthesize it. The reactants are: Br[C:2]1[CH:7]=[CH:6][C:5]([NH:8][C:9]2[C:14]([C:15]([F:18])([F:17])[F:16])=[CH:13][N:12]=[C:11]([NH:19][C:20]3[CH:34]=[CH:33][C:23]([CH2:24][P:25](=[O:32])([O:29][CH2:30][CH3:31])[O:26][CH2:27][CH3:28])=[CH:22][CH:21]=3)[N:10]=2)=[C:4]([C:35](=[O:38])[NH:36][CH3:37])[CH:3]=1.C([Si](C)(C)[O:44][CH:45]1[CH2:50][CH2:49][CH:48]([N:51]2[CH:55]=[C:54](B3OC(C)(C)C(C)(C)O3)[CH:53]=[N:52]2)[CH2:47][CH2:46]1)(C)(C)C. (3) Given the product [N+:11]([C:9]1[CH:8]=[CH:7][CH:6]=[C:5]2[C:10]=1[CH:1]=[N:2][N:3]=[CH:4]2)([O-:13])=[O:12], predict the reactants needed to synthesize it. The reactants are: [CH:1]1[C:10]2[C:5](=[CH:6][CH:7]=[CH:8][CH:9]=2)[CH:4]=[N:3][N:2]=1.[N+:11]([O-])([O-:13])=[O:12].[K+].[OH-].[Na+]. (4) The reactants are: [Cl:1]C(OC(Cl)C)=O.C([N:15]1[CH2:20][CH:19]=[C:18]([C:21]2[O:22][C:23]([CH3:26])=[CH:24][N:25]=2)[CH2:17][CH2:16]1)C1C=CC=CC=1. Given the product [ClH:1].[CH3:26][C:23]1[O:22][C:21]([C:18]2[CH2:19][CH2:20][NH:15][CH2:16][CH:17]=2)=[N:25][CH:24]=1, predict the reactants needed to synthesize it. (5) The reactants are: [CH2:1]([O:3][C:4](=[O:17])[C:5]1[CH:10]=[C:9]([S:11][CH2:12][C:13](=O)[CH3:14])[CH:8]=[C:7]([F:16])[CH:6]=1)[CH3:2].Cl.[Cl:19][C:20]1[CH:21]=[C:22]([NH:26]N)[CH:23]=[CH:24][CH:25]=1. Given the product [CH2:1]([O:3][C:4](=[O:17])[C:5]1[CH:6]=[C:7]([F:16])[CH:8]=[C:9]([S:11][C:12]2[C:23]3[C:22](=[CH:21][C:20]([Cl:19])=[CH:25][CH:24]=3)[NH:26][C:13]=2[CH3:14])[CH:10]=1)[CH3:2], predict the reactants needed to synthesize it. (6) Given the product [O-:21][S:18]([C:15]([F:17])([F:16])[F:14])(=[O:20])=[O:19].[C:8]1([NH2+:7][C:1]2[CH:2]=[CH:3][CH:4]=[CH:5][CH:6]=2)[CH:9]=[CH:10][CH:11]=[CH:12][CH:13]=1, predict the reactants needed to synthesize it. The reactants are: [C:1]1([NH:7][C:8]2[CH:13]=[CH:12][CH:11]=[CH:10][CH:9]=2)[CH:6]=[CH:5][CH:4]=[CH:3][CH:2]=1.[F:14][C:15]([S:18]([OH:21])(=[O:20])=[O:19])([F:17])[F:16]. (7) Given the product [CH:1]1[C:13]2[CH:12]([CH2:14][O:15][C:16](=[O:30])[NH:17][CH:18]3[CH2:23][CH2:22][CH:21]([C:24](=[O:25])[CH3:29])[CH2:20][CH2:19]3)[C:11]3[C:6](=[CH:7][CH:8]=[CH:9][CH:10]=3)[C:5]=2[CH:4]=[CH:3][CH:2]=1, predict the reactants needed to synthesize it. The reactants are: [CH:1]1[C:13]2[CH:12]([CH2:14][O:15][C:16](=[O:30])[NH:17][CH:18]3[CH2:23][CH2:22][CH:21]([C:24]4([CH3:29])OCC[O:25]4)[CH2:20][CH2:19]3)[C:11]3[C:6](=[CH:7][CH:8]=[CH:9][CH:10]=3)[C:5]=2[CH:4]=[CH:3][CH:2]=1.C1(C)C=CC(S(O)(=O)=O)=CC=1.CC(C)=O.